This data is from Full USPTO retrosynthesis dataset with 1.9M reactions from patents (1976-2016). The task is: Predict the reactants needed to synthesize the given product. (1) Given the product [N:13]([CH2:2][CH2:3][CH2:4][CH2:5][S:6]([NH:9][CH3:10])(=[O:8])=[O:7])=[N+:14]=[N-:15], predict the reactants needed to synthesize it. The reactants are: Cl[CH2:2][CH2:3][CH2:4][CH2:5][S:6]([NH:9][CH3:10])(=[O:8])=[O:7].[I-].[Na+].[N-:13]=[N+:14]=[N-:15].[Na+]. (2) Given the product [CH2:1]([C@@H:3]1[CH2:8][C@H:7]([OH:6])[CH2:9][C@@H:4]1[C:5]([NH:12][NH:11][C:13]1[N:14]=[C:15]2[CH:21]=[CH:20][N:19]([S:22]([C:25]3[CH:31]=[CH:30][C:28]([CH3:29])=[CH:27][CH:26]=3)(=[O:24])=[O:23])[C:16]2=[N:17][CH:18]=1)=[O:10])[CH3:2], predict the reactants needed to synthesize it. The reactants are: [CH2:1]([C@@H:3]1[CH2:8][C@H:7]2[CH2:9][C@@H:4]1[C:5](=[O:10])[O:6]2)[CH3:2].[NH:11]([C:13]1[N:14]=[C:15]2[CH:21]=[CH:20][N:19]([S:22]([C:25]3[CH:31]=[CH:30][C:28]([CH3:29])=[CH:27][CH:26]=3)(=[O:24])=[O:23])[C:16]2=[N:17][CH:18]=1)[NH2:12].C[Al](C)C.Cl. (3) Given the product [CH3:17][CH:2]([CH3:1])[CH2:3][CH2:4][S:5][C:6]1[CH:11]=[CH:10][CH:9]=[CH:8][C:7]=1/[CH:12]=[CH:13]/[C:14]([N:18]1[CH2:23][CH2:22][CH:21]([C:24]([NH2:26])=[O:25])[CH2:20][CH2:19]1)=[O:16], predict the reactants needed to synthesize it. The reactants are: [CH3:1][CH:2]([CH3:17])[CH2:3][CH2:4][S:5][C:6]1[CH:11]=[CH:10][CH:9]=[CH:8][C:7]=1/[CH:12]=[CH:13]/[C:14]([OH:16])=O.[NH:18]1[CH2:23][CH2:22][CH:21]([C:24]([NH2:26])=[O:25])[CH2:20][CH2:19]1.